Task: Regression. Given a peptide amino acid sequence and an MHC pseudo amino acid sequence, predict their binding affinity value. This is MHC class II binding data.. Dataset: Peptide-MHC class II binding affinity with 134,281 pairs from IEDB (1) The peptide sequence is YDKFLANVSFVLTGK. The MHC is DRB1_1602 with pseudo-sequence DRB1_1602. The binding affinity (normalized) is 0.833. (2) The peptide sequence is EGKQSLTKLAAAWGG. The MHC is HLA-DPA10103-DPB10401 with pseudo-sequence HLA-DPA10103-DPB10401. The binding affinity (normalized) is 0.